This data is from Peptide-MHC class II binding affinity with 134,281 pairs from IEDB. The task is: Regression. Given a peptide amino acid sequence and an MHC pseudo amino acid sequence, predict their binding affinity value. This is MHC class II binding data. The MHC is DRB1_1001 with pseudo-sequence DRB1_1001. The binding affinity (normalized) is 0.965. The peptide sequence is FDPYGATISATPESA.